Regression. Given two drug SMILES strings and cell line genomic features, predict the synergy score measuring deviation from expected non-interaction effect. From a dataset of NCI-60 drug combinations with 297,098 pairs across 59 cell lines. (1) Drug 1: CC1=C(C=C(C=C1)NC2=NC=CC(=N2)N(C)C3=CC4=NN(C(=C4C=C3)C)C)S(=O)(=O)N.Cl. Drug 2: CC1CCC2CC(C(=CC=CC=CC(CC(C(=O)C(C(C(=CC(C(=O)CC(OC(=O)C3CCCCN3C(=O)C(=O)C1(O2)O)C(C)CC4CCC(C(C4)OC)O)C)C)O)OC)C)C)C)OC. Cell line: SK-MEL-2. Synergy scores: CSS=19.6, Synergy_ZIP=-0.207, Synergy_Bliss=2.08, Synergy_Loewe=-15.6, Synergy_HSA=-0.823. (2) Drug 1: C1=CC(=CC=C1C#N)C(C2=CC=C(C=C2)C#N)N3C=NC=N3. Drug 2: B(C(CC(C)C)NC(=O)C(CC1=CC=CC=C1)NC(=O)C2=NC=CN=C2)(O)O. Cell line: NCI-H226. Synergy scores: CSS=29.0, Synergy_ZIP=1.99, Synergy_Bliss=-0.689, Synergy_Loewe=-24.0, Synergy_HSA=-7.55. (3) Drug 1: CC1OCC2C(O1)C(C(C(O2)OC3C4COC(=O)C4C(C5=CC6=C(C=C35)OCO6)C7=CC(=C(C(=C7)OC)O)OC)O)O. Drug 2: CCCCC(=O)OCC(=O)C1(CC(C2=C(C1)C(=C3C(=C2O)C(=O)C4=C(C3=O)C=CC=C4OC)O)OC5CC(C(C(O5)C)O)NC(=O)C(F)(F)F)O. Cell line: A498. Synergy scores: CSS=23.6, Synergy_ZIP=-8.67, Synergy_Bliss=-2.49, Synergy_Loewe=-1.30, Synergy_HSA=-0.402. (4) Drug 1: CC1OCC2C(O1)C(C(C(O2)OC3C4COC(=O)C4C(C5=CC6=C(C=C35)OCO6)C7=CC(=C(C(=C7)OC)O)OC)O)O. Drug 2: C1CNP(=O)(OC1)N(CCCl)CCCl. Cell line: HOP-62. Synergy scores: CSS=28.6, Synergy_ZIP=0.00515, Synergy_Bliss=-1.27, Synergy_Loewe=-29.2, Synergy_HSA=-0.267. (5) Drug 1: CC1C(C(CC(O1)OC2CC(CC3=C2C(=C4C(=C3O)C(=O)C5=C(C4=O)C(=CC=C5)OC)O)(C(=O)CO)O)N)O.Cl. Drug 2: CC1C(C(CC(O1)OC2CC(CC3=C2C(=C4C(=C3O)C(=O)C5=C(C4=O)C(=CC=C5)OC)O)(C(=O)C)O)N)O.Cl. Cell line: NCI-H460. Synergy scores: CSS=49.7, Synergy_ZIP=3.20, Synergy_Bliss=4.21, Synergy_Loewe=-5.12, Synergy_HSA=-4.77. (6) Drug 1: CC(C1=C(C=CC(=C1Cl)F)Cl)OC2=C(N=CC(=C2)C3=CN(N=C3)C4CCNCC4)N. Drug 2: CCN(CC)CCCC(C)NC1=C2C=C(C=CC2=NC3=C1C=CC(=C3)Cl)OC. Cell line: DU-145. Synergy scores: CSS=22.7, Synergy_ZIP=-3.87, Synergy_Bliss=1.24, Synergy_Loewe=-1.61, Synergy_HSA=-0.753. (7) Drug 1: CC1=C(C=C(C=C1)NC2=NC=CC(=N2)N(C)C3=CC4=NN(C(=C4C=C3)C)C)S(=O)(=O)N.Cl. Drug 2: CC(C1=C(C=CC(=C1Cl)F)Cl)OC2=C(N=CC(=C2)C3=CN(N=C3)C4CCNCC4)N. Cell line: OVCAR-5. Synergy scores: CSS=6.36, Synergy_ZIP=-0.830, Synergy_Bliss=2.44, Synergy_Loewe=-5.15, Synergy_HSA=0.0943. (8) Drug 1: CC1=C(C=C(C=C1)NC(=O)C2=CC=C(C=C2)CN3CCN(CC3)C)NC4=NC=CC(=N4)C5=CN=CC=C5. Drug 2: C1=CC=C(C=C1)NC(=O)CCCCCCC(=O)NO. Cell line: MOLT-4. Synergy scores: CSS=39.7, Synergy_ZIP=-4.06, Synergy_Bliss=-2.16, Synergy_Loewe=-20.0, Synergy_HSA=-3.47. (9) Drug 1: CS(=O)(=O)C1=CC(=C(C=C1)C(=O)NC2=CC(=C(C=C2)Cl)C3=CC=CC=N3)Cl. Drug 2: CC1=C(C=C(C=C1)NC2=NC=CC(=N2)N(C)C3=CC4=NN(C(=C4C=C3)C)C)S(=O)(=O)N.Cl. Cell line: 786-0. Synergy scores: CSS=12.5, Synergy_ZIP=-0.476, Synergy_Bliss=7.90, Synergy_Loewe=4.52, Synergy_HSA=8.15.